From a dataset of NCI-60 drug combinations with 297,098 pairs across 59 cell lines. Regression. Given two drug SMILES strings and cell line genomic features, predict the synergy score measuring deviation from expected non-interaction effect. Drug 1: CCCCC(=O)OCC(=O)C1(CC(C2=C(C1)C(=C3C(=C2O)C(=O)C4=C(C3=O)C=CC=C4OC)O)OC5CC(C(C(O5)C)O)NC(=O)C(F)(F)F)O. Drug 2: C1CN(P(=O)(OC1)NCCCl)CCCl. Cell line: SK-MEL-28. Synergy scores: CSS=30.6, Synergy_ZIP=-1.07, Synergy_Bliss=0.328, Synergy_Loewe=-23.3, Synergy_HSA=-0.863.